This data is from NCI-60 drug combinations with 297,098 pairs across 59 cell lines. The task is: Regression. Given two drug SMILES strings and cell line genomic features, predict the synergy score measuring deviation from expected non-interaction effect. (1) Drug 1: CCC1=CC2CC(C3=C(CN(C2)C1)C4=CC=CC=C4N3)(C5=C(C=C6C(=C5)C78CCN9C7C(C=CC9)(C(C(C8N6C)(C(=O)OC)O)OC(=O)C)CC)OC)C(=O)OC.C(C(C(=O)O)O)(C(=O)O)O. Drug 2: CC=C1C(=O)NC(C(=O)OC2CC(=O)NC(C(=O)NC(CSSCCC=C2)C(=O)N1)C(C)C)C(C)C. Cell line: SNB-75. Synergy scores: CSS=65.0, Synergy_ZIP=0.597, Synergy_Bliss=1.48, Synergy_Loewe=-16.4, Synergy_HSA=5.64. (2) Drug 1: CC1C(C(CC(O1)OC2CC(CC3=C2C(=C4C(=C3O)C(=O)C5=C(C4=O)C(=CC=C5)OC)O)(C(=O)C)O)N)O.Cl. Drug 2: C1=CC(=CC=C1C#N)C(C2=CC=C(C=C2)C#N)N3C=NC=N3. Cell line: UO-31. Synergy scores: CSS=9.31, Synergy_ZIP=-4.71, Synergy_Bliss=-3.17, Synergy_Loewe=-3.88, Synergy_HSA=-0.171.